Predict the reaction yield, written as a fraction of the theoretical maximum amount of product (1.0 means a 100% yield; for example, 0.34 means a 34% yield). From a dataset of Reaction yield outcomes from USPTO patents with 853,638 reactions. (1) The reactants are [Br:1][C:2]1[CH:3]=[C:4]([O:10]C)[C:5](=[O:9])[N:6]([CH3:8])[CH:7]=1.B(Br)(Br)Br. The catalyst is C(Cl)Cl. The product is [Br:1][C:2]1[CH:3]=[C:4]([OH:10])[C:5](=[O:9])[N:6]([CH3:8])[CH:7]=1. The yield is 0.570. (2) The reactants are [CH2:1]([C:11]1[C:18]2[S:17][C:16]3[CH:19]=[CH:20][S:21][C:15]=3[C:14]=2[S:13][CH:12]=1)[CH2:2][CH2:3][CH2:4][CH2:5][CH2:6][CH2:7][CH2:8][CH2:9][CH3:10].[Br:22]N1C(=O)CCC1=O.O. The catalyst is CN(C=O)C. The product is [Br:22][C:12]1[S:13][C:14]2[C:15]3[S:21][CH:20]=[CH:19][C:16]=3[S:17][C:18]=2[C:11]=1[CH2:1][CH2:2][CH2:3][CH2:4][CH2:5][CH2:6][CH2:7][CH2:8][CH2:9][CH3:10]. The yield is 0.902. (3) The reactants are [F:1][C:2]([F:16])([O:6][C:7]1[CH:8]=[C:9]([CH:13]=[CH:14][CH:15]=1)[C:10]([OH:12])=O)[CH:3]([F:5])[F:4].C(Cl)(=O)C(Cl)=O.O1CCCC1.[NH2:28][C:29]1[CH:30]=[C:31]([CH:48]=[CH:49][CH:50]=1)[O:32][C:33]1[CH:34]=[CH:35][C:36]2[N:37]([CH:39]=[C:40]([NH:42][C:43]([CH:45]3[CH2:47][CH2:46]3)=[O:44])[N:41]=2)[N:38]=1. The catalyst is CN(C)C=O.CN1CCCC1=O. The product is [CH:45]1([C:43]([NH:42][C:40]2[N:41]=[C:36]3[CH:35]=[CH:34][C:33]([O:32][C:31]4[CH:30]=[C:29]([NH:28][C:10](=[O:12])[C:9]5[CH:13]=[CH:14][CH:15]=[C:7]([O:6][C:2]([F:1])([F:16])[CH:3]([F:4])[F:5])[CH:8]=5)[CH:50]=[CH:49][CH:48]=4)=[N:38][N:37]3[CH:39]=2)=[O:44])[CH2:46][CH2:47]1. The yield is 0.340. (4) The reactants are Cl.[OH:2][C:3]1[CH:13]=[CH:12][C:6]([C:7](=N)OCC)=[CH:5][CH:4]=1.[NH2:14][C:15]1[CH:16]=[C:17]([CH:20]=[CH:21][C:22]=1[NH:23][CH:24]1[CH2:29][CH2:28][CH2:27][CH2:26][CH2:25]1)[C:18]#[N:19]. The catalyst is CO. The yield is 0.680. The product is [OH:2][C:3]1[CH:13]=[CH:12][C:6]([C:7]2[N:23]([CH:24]3[CH2:25][CH2:26][CH2:27][CH2:28][CH2:29]3)[C:22]3[CH:21]=[CH:20][C:17]([C:18]#[N:19])=[CH:16][C:15]=3[N:14]=2)=[CH:5][CH:4]=1. (5) The reactants are C(OC([N:8]1[CH2:12][CH2:11][CH2:10][CH:9]1[C:13]([N:15]1[CH2:20][CH2:19][CH:18]([C:21]2[N:29]3[C:24]([C:25]([NH2:30])=[N:26][CH:27]=[N:28]3)=[C:23]([C:31]3[CH:32]=[CH:33][C:34]4[C:38]([CH:39]=3)=[N:37][N:36]([CH2:40][C:41]3[CH:46]=[CH:45][CH:44]=[CH:43][CH:42]=3)[CH:35]=4)[CH:22]=2)[CH2:17][CH2:16]1)=[O:14])=O)(C)(C)C.FC(F)(F)C(O)=O. The catalyst is ClCCl. The product is [CH2:40]([N:36]1[CH:35]=[C:34]2[C:38]([CH:39]=[C:31]([C:23]3[CH:22]=[C:21]([CH:18]4[CH2:17][CH2:16][N:15]([C:13](=[O:14])[C@@H:9]5[CH2:10][CH2:11][CH2:12][NH:8]5)[CH2:20][CH2:19]4)[N:29]4[C:24]=3[C:25]([NH2:30])=[N:26][CH:27]=[N:28]4)[CH:32]=[CH:33]2)=[N:37]1)[C:41]1[CH:42]=[CH:43][CH:44]=[CH:45][CH:46]=1. The yield is 0.170.